Dataset: Forward reaction prediction with 1.9M reactions from USPTO patents (1976-2016). Task: Predict the product of the given reaction. (1) Given the reactants Br[C:2]1[S:6][N:5]=[C:4]([C:7]([N:9]2[C@@H:18]3[C@@H:13]([CH2:14][CH2:15][CH2:16][CH2:17]3)[CH2:12][CH2:11][CH2:10]2)=[O:8])[CH:3]=1.C(OC([N:26]1[CH:30]=[C:29](B2OC(C)(C)C(C)(C)O2)[CH:28]=[N:27]1)=O)(C)(C)C.C(=O)([O-])[O-].[Cs+].[Cs+].O, predict the reaction product. The product is: [N:9]1([C:7]([C:4]2[CH:3]=[C:2]([C:29]3[CH:30]=[N:26][NH:27][CH:28]=3)[S:6][N:5]=2)=[O:8])[C@@H:18]2[C@@H:13]([CH2:14][CH2:15][CH2:16][CH2:17]2)[CH2:12][CH2:11][CH2:10]1. (2) Given the reactants [C:1]([C@@H:5]1[C@@H:10]([OH:11])[C:9](=O)[CH2:8][C@H:7]([C:13]2[CH:18]=[CH:17][N:16]=[CH:15][C:14]=2[N+:19]([O-:21])=[O:20])[O:6]1)([CH3:4])([CH3:3])[CH3:2].[CH2:22]([NH2:29])[C:23]1[CH:28]=[CH:27][CH:26]=[CH:25][CH:24]=1.[Li+].[BH4-], predict the reaction product. The product is: [CH2:22]([NH:29][C@H:9]1[CH2:8][C@H:7]([C:13]2[CH:18]=[CH:17][N:16]=[CH:15][C:14]=2[N+:19]([O-:21])=[O:20])[O:6][C@H:5]([C:1]([CH3:4])([CH3:3])[CH3:2])[C@H:10]1[OH:11])[C:23]1[CH:28]=[CH:27][CH:26]=[CH:25][CH:24]=1. (3) Given the reactants C[O:2][C:3]([C:5]1[C:13]2[N:12]([C:14]3[CH:19]=[CH:18][CH:17]=[CH:16][CH:15]=3)[C:11]([C@@H:20]([NH:22][C:23]3[N:31]=[CH:30][N:29]=[C:28]4[C:24]=3[N:25]=[CH:26][N:27]4[CH:32]3[CH2:37][CH2:36][CH2:35][CH2:34][O:33]3)[CH3:21])=[N:10][C:9]=2[CH:8]=[CH:7][C:6]=1[F:38])=[O:4].O[Li].O.Cl, predict the reaction product. The product is: [F:38][C:6]1[CH:7]=[CH:8][C:9]2[N:10]=[C:11]([C@@H:20]([NH:22][C:23]3[N:31]=[CH:30][N:29]=[C:28]4[C:24]=3[N:25]=[CH:26][N:27]4[CH:32]3[CH2:37][CH2:36][CH2:35][CH2:34][O:33]3)[CH3:21])[N:12]([C:14]3[CH:15]=[CH:16][CH:17]=[CH:18][CH:19]=3)[C:13]=2[C:5]=1[C:3]([OH:4])=[O:2]. (4) Given the reactants C(OC([NH:8][C@@H:9]([C:13]([S:16][CH2:17][C:18]([O:20][CH3:21])=[O:19])([CH3:15])[CH3:14])[C:10]([OH:12])=O)=O)(C)(C)C.CN(C(ON1N=NC2C=CC=NC1=2)=[N+](C)C)C.F[P-](F)(F)(F)(F)F.[N+:46]([C:49]1[CH:58]=[C:57]2[C:52]([CH2:53][C@@H:54]([C:59]([NH:61][C@H:62]3[C:71]4[C:66](=[CH:67][CH:68]=[CH:69][CH:70]=4)[CH2:65][CH2:64][CH2:63]3)=[O:60])[NH:55][CH2:56]2)=[CH:51][CH:50]=1)([O-:48])=[O:47].CCN(C(C)C)C(C)C, predict the reaction product. The product is: [NH2:8][C@H:9]([C:10]([N:55]1[C@H:54]([C:59](=[O:60])[NH:61][C@H:62]2[C:71]3[C:66](=[CH:67][CH:68]=[CH:69][CH:70]=3)[CH2:65][CH2:64][CH2:63]2)[CH2:53][C:52]2[C:57](=[CH:58][C:49]([N+:46]([O-:48])=[O:47])=[CH:50][CH:51]=2)[CH2:56]1)=[O:12])[C:13]([S:16][CH2:17][C:18]([O:20][CH3:21])=[O:19])([CH3:14])[CH3:15]. (5) Given the reactants [C:1]([CH2:3][C:4]1[CH:12]=[C:11]([F:13])[C:10]([O:14][CH2:15][CH2:16][O:17][CH3:18])=[CH:9][C:5]=1[C:6](O)=[O:7])#[N:2].[NH2:19][C:20]1[CH:24]=[C:23]([CH3:25])[NH:22][N:21]=1, predict the reaction product. The product is: [F:13][C:11]1[CH:12]=[C:4]2[C:5](=[CH:9][C:10]=1[O:14][CH2:15][CH2:16][O:17][CH3:18])[C:6](=[O:7])[NH:2][C:1]([NH:19][C:20]1[CH:24]=[C:23]([CH3:25])[NH:22][N:21]=1)=[CH:3]2. (6) Given the reactants [Na].[Cl:2][C:3]1[N:8]=[C:7]([C:9](=[NH:11])[NH2:10])[CH:6]=[CH:5][CH:4]=1.[C:12](OC)(=[O:18])[CH2:13][C:14](OC)=[O:15], predict the reaction product. The product is: [Cl:2][C:3]1[N:8]=[C:7]([C:9]2[N:10]=[C:14]([OH:15])[CH:13]=[C:12]([OH:18])[N:11]=2)[CH:6]=[CH:5][CH:4]=1. (7) Given the reactants I[C:2]1[CH:11]=[CH:10][C:5]([C:6]([O:8][CH3:9])=[O:7])=[CH:4][CH:3]=1.[CH3:12][O:13][C:14]1[CH:15]=[C:16]2[C:21](=[CH:22][CH:23]=1)[C:20](=[O:24])[NH:19][CH:18]=[CH:17]2.OC1C=CC=C2C=1N=CC=C2.C([O-])([O-])=O.[K+].[K+], predict the reaction product. The product is: [OH:13][C:14]1[CH:15]=[C:16]2[C:21](=[CH:22][CH:23]=1)[C:20](=[O:24])[N:19]([C:2]1[CH:11]=[CH:10][C:5]([C:6]([OH:8])=[O:7])=[CH:4][CH:3]=1)[CH:18]=[CH:17]2.[CH3:12][O:13][C:14]1[CH:15]=[C:16]2[C:21](=[CH:22][CH:23]=1)[C:20](=[O:24])[N:19]([C:2]1[CH:11]=[CH:10][C:5]([C:6]([O:8][CH3:9])=[O:7])=[CH:4][CH:3]=1)[CH:18]=[CH:17]2. (8) The product is: [F:19][C:18]([F:20])([F:21])[O:17][C:12]1[CH:13]=[CH:14][CH:15]=[CH:16][C:11]=1[C:7]1[CH:6]=[C:5]([CH:10]=[CH:9][CH:8]=1)[C:4]([OH:22])=[O:3]. Given the reactants C([O:3][C:4](=[O:22])[C:5]1[CH:10]=[CH:9][CH:8]=[C:7]([C:11]2[CH:16]=[CH:15][CH:14]=[CH:13][C:12]=2[O:17][C:18]([F:21])([F:20])[F:19])[CH:6]=1)C.[OH-].[Na+], predict the reaction product.